From a dataset of Full USPTO retrosynthesis dataset with 1.9M reactions from patents (1976-2016). Predict the reactants needed to synthesize the given product. Given the product [OH:4][C@H:5]([CH3:25])[CH2:6][CH2:7][CH2:8][CH2:9][N:10]1[C:18](=[O:19])[C:17]2[N:16]=[C:15]3[NH:20][CH2:21][CH2:22][N:14]3[C:13]=2[N:12]([CH3:23])[C:11]1=[O:24], predict the reactants needed to synthesize it. The reactants are: C([O:4][C@H:5]([CH3:25])[CH2:6][CH2:7][CH2:8][CH2:9][N:10]1[C:18](=[O:19])[C:17]2[N:16]=[C:15]3[NH:20][CH2:21][CH2:22][N:14]3[C:13]=2[N:12]([CH3:23])[C:11]1=[O:24])(=O)C.Cl.C(OCC)C.